Dataset: Catalyst prediction with 721,799 reactions and 888 catalyst types from USPTO. Task: Predict which catalyst facilitates the given reaction. (1) Reactant: [CH3:1][C:2]1[CH:6]=[CH:5][O:4][C:3]=1[C:7]([OH:9])=O.CN(C(ON1N=NC2C=CC=CC1=2)=[N+](C)C)C.F[P-](F)(F)(F)(F)F.C(N(CC)C(C)C)(C)C.[NH:43]1[CH:47]=[CH:46][CH:45]=[C:44]1[C:48]1[CH:53]=[C:52]([O:54][C:55]2[CH:56]=[C:57]([CH:59]=[CH:60][CH:61]=2)[NH2:58])[CH:51]=[CH:50][N:49]=1. The catalyst class is: 18. Product: [CH3:1][C:2]1[CH:6]=[CH:5][O:4][C:3]=1[C:7]([NH:58][C:57]1[CH:59]=[CH:60][CH:61]=[C:55]([O:54][C:52]2[CH:51]=[CH:50][N:49]=[C:48]([C:44]3[NH:43][CH:47]=[CH:46][CH:45]=3)[CH:53]=2)[CH:56]=1)=[O:9]. (2) Reactant: C(Cl)CCl.[CH3:5][NH:6][CH2:7][CH2:8][C:9]1[CH:14]=[CH:13][CH:12]=[CH:11][CH:10]=1.[Cl:15][C:16]1[CH:17]=[C:18]([C:22]#[C:23][C:24]([OH:26])=O)[CH:19]=[CH:20][CH:21]=1. Product: [Cl:15][C:16]1[CH:17]=[C:18]([C:22]#[C:23][C:24]([N:6]([CH3:5])[CH2:7][CH2:8][C:9]2[CH:14]=[CH:13][CH:12]=[CH:11][CH:10]=2)=[O:26])[CH:19]=[CH:20][CH:21]=1. The catalyst class is: 2. (3) Reactant: [Br-:1].[Br-].[Br-].C1([N+](C)(C)C)C=CC=CC=1.C1([N+](C)(C)C)C=CC=CC=1.C1([N+](C)(C)C)C=CC=CC=1.[CH:34]([C:37]([C:39]1[CH:52]=[CH:51][C:42]2[O:43][C:44]([F:50])([F:49])[C:45]([F:48])([F:47])[O:46][C:41]=2[CH:40]=1)=[O:38])([CH3:36])[CH3:35]. Product: [F:50][C:44]1([F:49])[O:43][C:42]2[CH:51]=[CH:52][C:39]([C:37]([C:34]([Br:1])([CH3:36])[CH3:35])=[O:38])=[CH:40][C:41]=2[O:46][C:45]1([F:48])[F:47]. The catalyst class is: 7. (4) Reactant: [CH2:1]([C:3]1[C:4]2[C:27]3=[CH:28][C:7]([CH2:8][CH2:9][CH2:10][CH2:11][C:12]4[O:38][C:15]([NH:16][C@@H:17]([CH:35]([CH3:37])[CH3:36])[C:18](=[O:34])[N:19]5[CH2:29][C@H:22]([O:23][C:24]3=[N:25][CH:26]=1)[CH2:21][C@H:20]5[C:30]([O:32]C)=[O:31])=[N:14][N:13]=4)=[CH:6][CH:5]=2)[CH3:2].[Li+].[OH-].Cl. Product: [CH2:1]([C:3]1[C:4]2[C:27]3=[CH:28][C:7]([CH2:8][CH2:9][CH2:10][CH2:11][C:12]4[O:38][C:15]([NH:16][C@@H:17]([CH:35]([CH3:37])[CH3:36])[C:18](=[O:34])[N:19]5[CH2:29][C@H:22]([O:23][C:24]3=[N:25][CH:26]=1)[CH2:21][C@H:20]5[C:30]([OH:32])=[O:31])=[N:14][N:13]=4)=[CH:6][CH:5]=2)[CH3:2]. The catalyst class is: 20.